From a dataset of Retrosynthesis with 50K atom-mapped reactions and 10 reaction types from USPTO. Predict the reactants needed to synthesize the given product. The reactants are: O=C(NCc1ccccc1)NCC(C(=O)O)C(F)(F)F. Given the product O=C1NCC(C(F)(F)F)C(=O)N1Cc1ccccc1, predict the reactants needed to synthesize it.